Dataset: Forward reaction prediction with 1.9M reactions from USPTO patents (1976-2016). Task: Predict the product of the given reaction. (1) Given the reactants [C:1]([O:5][C:6]([N:8]1[CH2:11][CH:10]([O:12][C:13]2[CH:14]=[C:15]3[C:24](=[CH:25][C:26]=2Br)[O:23][CH2:22][C:21]2[N:16]3[CH:17]([CH3:29])[C:18](=[O:28])[NH:19][N:20]=2)[CH2:9]1)=[O:7])([CH3:4])([CH3:3])[CH3:2].[C:30](B(O)O)([CH3:32])=[CH2:31].C([O-])([O-])=O.[K+].[K+].C(Cl)Cl, predict the reaction product. The product is: [C:1]([O:5][C:6]([N:8]1[CH2:11][CH:10]([O:12][C:13]2[CH:14]=[C:15]3[C:24](=[CH:25][C:26]=2[C:30]([CH3:32])=[CH2:31])[O:23][CH2:22][C:21]2[N:16]3[CH:17]([CH3:29])[C:18](=[O:28])[NH:19][N:20]=2)[CH2:9]1)=[O:7])([CH3:4])([CH3:3])[CH3:2]. (2) Given the reactants [NH2:1][CH2:2][CH2:3][OH:4].[N:5]1[CH:10]=[CH:9][CH:8]=[CH:7][C:6]=1[CH:11]=O, predict the reaction product. The product is: [N:5]1[CH:10]=[CH:9][CH:8]=[CH:7][C:6]=1[CH2:11][NH:1][CH2:2][CH2:3][OH:4]. (3) Given the reactants [F:1][C:2]([F:13])([F:12])[C:3](=O)[CH2:4][C:5](=O)[C:6]([CH3:9])([CH3:8])[CH3:7].Cl.[N+:15]([C:18]1[CH:23]=[CH:22][C:21]([NH:24][NH2:25])=[CH:20][CH:19]=1)([O-:17])=[O:16], predict the reaction product. The product is: [C:6]([C:5]1[N:24]([C:21]2[CH:22]=[CH:23][C:18]([N+:15]([O-:17])=[O:16])=[CH:19][CH:20]=2)[N:25]=[C:3]([C:2]([F:13])([F:12])[F:1])[CH:4]=1)([CH3:9])([CH3:8])[CH3:7]. (4) Given the reactants [H-].[Al+3].[Li+].[H-].[H-].[H-].[F:7][C:8]1[CH:23]=[CH:22][C:11]([CH2:12][C:13]2[CH:21]=[CH:20][CH:19]=[CH:18][C:14]=2[C:15]([OH:17])=[O:16])=[CH:10][CH:9]=1.C1C[O:27]CC1, predict the reaction product. The product is: [F:7][C:8]1[CH:9]=[CH:10][C:11]([C:12]([C:13]2[CH:21]=[CH:20][CH:19]=[CH:18][C:14]=2[C:15]([OH:17])=[O:16])=[O:27])=[CH:22][CH:23]=1. (5) Given the reactants Cl[C:2]1[CH:7]=[C:6]([Cl:8])[N:5]=[C:4]([NH:9][CH2:10][CH2:11][CH3:12])[N:3]=1.Cl.[CH2:14]([NH2:17])[C:15]#[CH:16].C(N(CC)C(C)C)(C)C.O, predict the reaction product. The product is: [Cl:8][C:6]1[N:5]=[C:4]([NH:9][CH2:10][CH2:11][CH3:12])[N:3]=[C:2]([NH:17][CH2:14][C:15]#[CH:16])[CH:7]=1. (6) Given the reactants [Cl:1][C:2]1[CH:7]=[CH:6][C:5]([C:8]2([C:13]3[CH:14]=[C:15]4[C:20](=[CH:21][CH:22]=3)[N:19]([CH3:23])[C:18](=[O:24])[CH:17]=[C:16]4[CH2:25][CH2:26][C:27]3[S:28][C:29]([Cl:32])=[CH:30][CH:31]=3)OCC[O:9]2)=[CH:4][CH:3]=1.O.[NH4+].[OH-], predict the reaction product. The product is: [Cl:1][C:2]1[CH:3]=[CH:4][C:5]([C:8]([C:13]2[CH:14]=[C:15]3[C:20](=[CH:21][CH:22]=2)[N:19]([CH3:23])[C:18](=[O:24])[CH:17]=[C:16]3[CH2:25][CH2:26][C:27]2[S:28][C:29]([Cl:32])=[CH:30][CH:31]=2)=[O:9])=[CH:6][CH:7]=1. (7) Given the reactants [C:1]([O:5][C:6]([N:8]1[CH2:13][CH2:12][CH:11]([OH:14])[CH2:10][CH2:9]1)=[O:7])([CH3:4])([CH3:3])[CH3:2].[F:15][C:16]([F:28])([F:27])[C:17]1[CH:22]=[C:21]([N+:23]([O-:25])=[O:24])[CH:20]=[CH:19][C:18]=1O.FC(F)(F)C1C=C([N+]([O-])=O)C=CC=1.C1(P(C2C=CC=CC=2)C2C=CC=CC=2)C=CC=CC=1.N(C(OCC)=O)=NC(OCC)=O, predict the reaction product. The product is: [C:1]([O:5][C:6]([N:8]1[CH2:13][CH2:12][CH:11]([O:14][C:18]2[CH:19]=[CH:20][C:21]([N+:23]([O-:25])=[O:24])=[CH:22][C:17]=2[C:16]([F:15])([F:27])[F:28])[CH2:10][CH2:9]1)=[O:7])([CH3:4])([CH3:2])[CH3:3]. (8) Given the reactants [C:1]([O:4][C:5]1[CH:13]=[CH:12][C:8]([C:9](O)=[O:10])=[CH:7][CH:6]=1)(=[O:3])[CH3:2].C(Cl)(=O)C([Cl:17])=O, predict the reaction product. The product is: [C:1]([O:4][C:5]1[CH:13]=[CH:12][C:8]([C:9]([Cl:17])=[O:10])=[CH:7][CH:6]=1)(=[O:3])[CH3:2]. (9) The product is: [Cl:28][C:25]1[CH:26]=[CH:27][C:22]([C:21]2[C:15]3[O:14][CH:13]([CH2:12][NH2:29])[CH2:17][C:16]=3[CH:18]=[CH:19][CH:20]=2)=[CH:23][CH:24]=1. Given the reactants CC1C=CC(S(O[CH2:12][CH:13]2[CH2:17][C:16]3[CH:18]=[CH:19][CH:20]=[C:21]([C:22]4[CH:27]=[CH:26][C:25]([Cl:28])=[CH:24][CH:23]=4)[C:15]=3[O:14]2)(=O)=O)=CC=1.[N-:29]=[N+]=[N-].[Na+].N(CC1CC2C=C(Cl)C=C(C3C=CSC=3)C=2O1)=[N+]=[N-].N(CC1CC2C=CC=C(C3C=CC(F)=CC=3)C=2O1)=[N+]=[N-].[N-]=[N+]=[N-], predict the reaction product. (10) Given the reactants [Br:1][C:2]1[CH:3]=[C:4]([NH:8][CH:9]([C:12]2[CH:17]=[C:16]([F:18])[CH:15]=[CH:14][C:13]=2[F:19])[C:10]#[N:11])[CH:5]=[N:6][CH:7]=1.Cl.[OH2:21], predict the reaction product. The product is: [Br:1][C:2]1[CH:3]=[C:4]([NH:8][CH:9]([C:12]2[CH:17]=[C:16]([F:18])[CH:15]=[CH:14][C:13]=2[F:19])[C:10]([NH2:11])=[O:21])[CH:5]=[N:6][CH:7]=1.